This data is from Retrosynthesis with 50K atom-mapped reactions and 10 reaction types from USPTO. The task is: Predict the reactants needed to synthesize the given product. (1) Given the product CC1CCCN1c1c(C(=O)NC2C3CC4CC(C3)CC2C4)cnn1-c1ccccc1, predict the reactants needed to synthesize it. The reactants are: CC1CCCN1.O=C(NC1C2CC3CC(C2)CC1C3)c1cnn(-c2ccccc2)c1Cl. (2) Given the product O=C(O)c1ccccc1Nc1ccncc1, predict the reactants needed to synthesize it. The reactants are: Clc1ccncc1.Nc1ccccc1C(=O)O. (3) Given the product COC(=O)CNC(=O)[C@@H](NC(=O)CNC(=O)[C@@H]1CCCN1C(=O)[C@@H](NC(=O)OCc1ccccc1)C(C)C)C(C)C, predict the reactants needed to synthesize it. The reactants are: CC(C)[C@H](NC(=O)CNC(=O)[C@@H]1CCCN1C(=O)[C@@H](NC(=O)OCc1ccccc1)C(C)C)C(=O)O.COC(=O)CN. (4) Given the product O=C(c1ccc(Br)cc1F)N1CCOCC1, predict the reactants needed to synthesize it. The reactants are: C1COCCN1.O=C(Cl)c1ccc(Br)cc1F.